This data is from Full USPTO retrosynthesis dataset with 1.9M reactions from patents (1976-2016). The task is: Predict the reactants needed to synthesize the given product. (1) Given the product [Cl:13][C:8]1[CH:9]=[CH:10][CH:11]=[CH:12][C:7]=1[C:6]1[S:5][C:4]([C:14]([O:16][CH3:17])=[O:15])=[C:3]([O:18][CH3:19])[C:2]=1[C:24]1[CH:25]=[CH:26][C:21]([Cl:20])=[CH:22][CH:23]=1, predict the reactants needed to synthesize it. The reactants are: Br[C:2]1[C:3]([O:18][CH3:19])=[C:4]([C:14]([O:16][CH3:17])=[O:15])[S:5][C:6]=1[C:7]1[CH:12]=[CH:11][CH:10]=[CH:9][C:8]=1[Cl:13].[Cl:20][C:21]1[CH:26]=[CH:25][C:24](B(O)O)=[CH:23][CH:22]=1.C(=O)([O-])[O-].[Na+].[Na+]. (2) The reactants are: NC1SC2C3C(CC=2[C:3]=1[C:14](N)=[O:15])=CC=CC=3.[NH2:17][C:18]1[S:22][C:21]2[C:23]3[C:28]([CH2:29][CH2:30][C:20]=2[C:19]=1[C:32]([NH2:34])=[O:33])=[CH:27][C:26]([Br:31])=[CH:25][CH:24]=3. Given the product [C:14]([NH:17][C:18]1[S:22][C:21]2[C:23]3[C:28]([CH2:29][CH2:30][C:20]=2[C:19]=1[C:32]([NH2:34])=[O:33])=[CH:27][C:26]([Br:31])=[CH:25][CH:24]=3)(=[O:15])[CH3:3], predict the reactants needed to synthesize it. (3) Given the product [CH3:19][C:17]([S@@:15]([NH:14][C@:3]([C:7]1[CH:12]=[CH:11][CH:10]=[CH:9][C:8]=1[F:13])([CH2:4][C@@H:5]([OH:6])[C:23]([F:25])([F:24])[F:22])[CH:2]([F:1])[F:21])=[O:16])([CH3:18])[CH3:20], predict the reactants needed to synthesize it. The reactants are: [F:1][CH:2]([F:21])[C@@:3]([NH:14][S@:15]([C:17]([CH3:20])([CH3:19])[CH3:18])=[O:16])([C:7]1[CH:12]=[CH:11][CH:10]=[CH:9][C:8]=1[F:13])[CH2:4][CH:5]=[O:6].[F:22][C:23]([Si](C)(C)C)([F:25])[F:24].CCCC[N+](CCCC)(CCCC)CCCC.[F-]. (4) Given the product [Cl:1][C:2]1[CH:8]=[C:7]2[C:5](=[CH:4][CH:3]=1)[N:6]=[C:13]([C:12]1[CH:21]=[CH:22][CH:23]=[CH:24][C:11]=1[O:10][CH3:9])[CH:15]=[C:16]2[OH:17], predict the reactants needed to synthesize it. The reactants are: [Cl:1][C:2]1[CH:8]=[CH:7][C:5]([NH2:6])=[CH:4][CH:3]=1.[CH3:9][O:10][C:11]1[CH:24]=[CH:23][CH:22]=[CH:21][C:12]=1[C:13]([CH2:15][C:16](OCC)=[O:17])=O. (5) Given the product [C:1]([O:5][C:6](=[O:25])[C@@H:7]([NH:24][S:43]([C:33]1[C:42]2[C:37](=[CH:38][CH:39]=[CH:40][CH:41]=2)[CH:36]=[CH:35][CH:34]=1)(=[O:45])=[O:44])[CH2:8][NH:9][C:10](=[O:23])[C:11]1[CH:12]=[CH:13][C:14]([CH2:17][CH2:18][C:19]([O:21][CH3:22])=[O:20])=[CH:15][CH:16]=1)([CH3:4])([CH3:2])[CH3:3], predict the reactants needed to synthesize it. The reactants are: [C:1]([O:5][C:6](=[O:25])[C@@H:7]([NH2:24])[CH2:8][NH:9][C:10](=[O:23])[C:11]1[CH:16]=[CH:15][C:14]([CH2:17][CH2:18][C:19]([O:21][CH3:22])=[O:20])=[CH:13][CH:12]=1)([CH3:4])([CH3:3])[CH3:2].C(N(CC)CC)C.[C:33]1([S:43](Cl)(=[O:45])=[O:44])[C:42]2[C:37](=[CH:38][CH:39]=[CH:40][CH:41]=2)[CH:36]=[CH:35][CH:34]=1. (6) Given the product [CH3:17][O:18][C:2]1[C:7]([CH:8]=[O:9])=[C:6]([O:14][CH3:11])[N:5]=[CH:4][N:3]=1, predict the reactants needed to synthesize it. The reactants are: Cl[C:2]1[C:7]([CH:8]=[O:9])=[C:6](Cl)[N:5]=[CH:4][N:3]=1.[C:11]([O-:14])([O-])=O.[K+].[K+].[CH3:17][OH:18]. (7) Given the product [O:9]1[C:5]2[CH:6]=[CH:7][CH:11]=[CH:12][C:4]=2[N:10]=[C:8]1[C:7]1[CH:6]=[CH:5][C:4]([C:3]([O:2][CH3:1])=[O:20])=[CH:12][CH:11]=1, predict the reactants needed to synthesize it. The reactants are: [CH3:1][O:2][C:3](=[O:20])[C:4]1[CH:12]=[CH:11][C:7]([C:8]([NH2:10])=[O:9])=[CH:6][C:5]=1C1C=CC=CC=1O.O.C([O-])([O-])=O.[K+].[K+]. (8) Given the product [CH2:24]([O:23][C:22](=[O:26])[NH:21][C@H:11]([CH2:12][CH2:13][CH2:14][CH2:15][CH2:16][CH2:17][CH2:18][CH2:19][CH3:20])[C:10]#[C:9][C:28]#[C:29][C@@H:30]([OH:33])[CH:31]=[CH2:32])[CH3:25], predict the reactants needed to synthesize it. The reactants are: C(N)CCC.NO.Cl.[CH:9]#[C:10][C@H:11]([NH:21][C:22](=[O:26])[O:23][CH2:24][CH3:25])[CH2:12][CH2:13][CH2:14][CH2:15][CH2:16][CH2:17][CH2:18][CH2:19][CH3:20].Br[C:28]#[C:29][C@@H:30]([OH:33])[CH:31]=[CH2:32]. (9) Given the product [Cl:35][C:9]1[CH:8]=[C:7]([C:5]2[CH:4]=[N:3][N:2]([CH3:1])[CH:6]=2)[N:12]=[C:11]2[N:13]([CH2:16][C:17]3[CH:18]=[C:19]4[C:24](=[CH:25][CH:26]=3)[N:23]=[CH:22][CH:21]=[CH:20]4)[N:14]=[N:15][C:10]=12, predict the reactants needed to synthesize it. The reactants are: [CH3:1][N:2]1[CH:6]=[C:5]([C:7]2[N:12]=[C:11]3[N:13]([CH2:16][C:17]4[CH:18]=[C:19]5[C:24](=[CH:25][CH:26]=4)[N:23]=[CH:22][CH:21]=[CH:20]5)[N:14]=[N:15][C:10]3=[C:9](O)[CH:8]=2)[CH:4]=[N:3]1.C([O-])(O)=O.[Na+].O=P(Cl)(Cl)[Cl:35]. (10) Given the product [CH:2]([C:3]1[C:12]2[C:7](=[CH:8][CH:9]=[CH:10][CH:11]=2)[CH:6]=[C:5]([CH2:13][CH2:14][NH:15][C:16](=[O:18])[CH3:17])[CH:4]=1)=[O:1], predict the reactants needed to synthesize it. The reactants are: [OH:1][CH2:2][C:3]1[C:12]2[C:7](=[CH:8][CH:9]=[CH:10][CH:11]=2)[CH:6]=[C:5]([CH2:13][CH2:14][NH:15][C:16](=[O:18])[CH3:17])[CH:4]=1.C(=O)(O)[O-].[Na+].